This data is from Forward reaction prediction with 1.9M reactions from USPTO patents (1976-2016). The task is: Predict the product of the given reaction. (1) Given the reactants [F:1][C:2]1[CH:3]=[CH:4][C:5]([C:8]2[C:12]([CH2:13][NH:14][C:15]3[CH:19]=[C:18]([C:20]([OH:22])=O)[N:17]([CH3:23])[N:16]=3)=[C:11]([CH3:24])[O:10][N:9]=2)=[N:6][CH:7]=1.[CH3:25][C:26]1([NH2:30])[CH2:29][O:28][CH2:27]1, predict the reaction product. The product is: [F:1][C:2]1[CH:3]=[CH:4][C:5]([C:8]2[C:12]([CH2:13][NH:14][C:15]3[CH:19]=[C:18]([C:20]([NH:30][C:26]4([CH3:25])[CH2:29][O:28][CH2:27]4)=[O:22])[N:17]([CH3:23])[N:16]=3)=[C:11]([CH3:24])[O:10][N:9]=2)=[N:6][CH:7]=1. (2) Given the reactants [I:1][C:2]1[CH:9]=[CH:8][C:5]([CH2:6][OH:7])=[CH:4][CH:3]=1.[H-].[Na+].[Br:12][C:13]1[CH:20]=[CH:19][C:16]([CH2:17]Br)=[CH:15][CH:14]=1, predict the reaction product. The product is: [Br:12][C:13]1[CH:20]=[CH:19][C:16]([CH2:17][O:7][CH2:6][C:5]2[CH:8]=[CH:9][C:2]([I:1])=[CH:3][CH:4]=2)=[CH:15][CH:14]=1. (3) The product is: [F:31][C:28]1[CH:29]=[CH:30][C:25]([CH2:24][N:17]2[C:18]([CH:21]([OH:23])[CH3:22])=[N:19][N:20]=[C:16]2[CH2:15][NH:14][CH2:1][C:3]2[N:4]=[C:5]([CH3:13])[CH:6]=[C:7]([C:9]([O:11][CH3:12])=[O:10])[CH:8]=2)=[CH:26][CH:27]=1. Given the reactants [CH:1]([C:3]1[CH:8]=[C:7]([C:9]([O:11][CH3:12])=[O:10])[CH:6]=[C:5]([CH3:13])[N:4]=1)=O.[NH2:14][CH2:15][C:16]1[N:17]([CH2:24][C:25]2[CH:30]=[CH:29][C:28]([F:31])=[CH:27][CH:26]=2)[C:18]([CH:21]([OH:23])[CH3:22])=[N:19][N:20]=1, predict the reaction product. (4) Given the reactants [NH2:1][N:2]1[C:6]([C:7]([OH:9])=O)=[CH:5][N:4]=[C:3]1[CH:10]1[CH2:14][CH2:13][O:12][CH2:11]1.[Cl:15][C:16]1[CH:21]=[CH:20][C:19]([C@H:22]2[CH2:26][NH:25][C:24](SC)=[N:23]2)=[CH:18][CH:17]=1.CN(C(ON1N=NC2C=CC=CC1=2)=[N+](C)C)C.[B-](F)(F)(F)F.CCN(C(C)C)C(C)C, predict the reaction product. The product is: [Cl:15][C:16]1[CH:17]=[CH:18][C:19]([C@H:22]2[CH2:26][N:25]3[C:24]([NH:1][N:2]4[C:3]([CH:10]5[CH2:14][CH2:13][O:12][CH2:11]5)=[N:4][CH:5]=[C:6]4[C:7]3=[O:9])=[N:23]2)=[CH:20][CH:21]=1. (5) Given the reactants O.[ClH:2].[CH3:3][C:4]1[CH:9]=[C:8]([NH:10]C(C)=O)[CH:7]=[CH:6][C:5]=1[C:14]1[CH:19]=[CH:18][CH:17]=[CH:16][CH:15]=1, predict the reaction product. The product is: [ClH:2].[CH3:3][C:4]1[CH:9]=[C:8]([NH2:10])[CH:7]=[CH:6][C:5]=1[C:14]1[CH:15]=[CH:16][CH:17]=[CH:18][CH:19]=1.